From a dataset of Full USPTO retrosynthesis dataset with 1.9M reactions from patents (1976-2016). Predict the reactants needed to synthesize the given product. (1) Given the product [CH:28]1([C:31]2[CH:36]=[CH:35][C:34]([O:37][CH:2]3[CH2:6][CH2:5][N:4]([C:7]4[CH:12]=[CH:11][C:10]([N:13]5[CH2:18][CH2:17][O:16][CH2:15][CH2:14]5)=[C:9]([O:19][CH3:20])[CH:8]=4)[C:3]3=[O:21])=[CH:33][CH:32]=2)[CH2:30][CH2:29]1, predict the reactants needed to synthesize it. The reactants are: Br[CH:2]1[CH2:6][CH2:5][N:4]([C:7]2[CH:12]=[CH:11][C:10]([N:13]3[CH2:18][CH2:17][O:16][CH2:15][CH2:14]3)=[C:9]([O:19][CH3:20])[CH:8]=2)[C:3]1=[O:21].C(=O)([O-])[O-].[Cs+].[Cs+].[CH:28]1([C:31]2[CH:36]=[CH:35][C:34]([OH:37])=[CH:33][CH:32]=2)[CH2:30][CH2:29]1. (2) Given the product [Cl:1][C:2]1[CH:18]=[CH:17][C:5]2[CH2:6][CH2:7][N:8]([C:11](=[O:16])[C:12]([F:15])([F:14])[F:13])[CH2:9][CH2:10][C:4]=2[C:3]=1[NH:37][CH:35]([C:30]1[CH:31]=[CH:32][C:33]([F:34])=[C:28]([Cl:27])[CH:29]=1)[CH3:36], predict the reactants needed to synthesize it. The reactants are: [Cl:1][C:2]1[CH:18]=[CH:17][C:5]2[CH2:6][CH2:7][N:8]([C:11](=[O:16])[C:12]([F:15])([F:14])[F:13])[CH2:9][CH2:10][C:4]=2[C:3]=1OS(C(F)(F)F)(=O)=O.[Cl:27][C:28]1[CH:29]=[C:30]([CH:35]([NH2:37])[CH3:36])[CH:31]=[CH:32][C:33]=1[F:34].FC1C=C2C(=CC=1)C(N)CC2. (3) Given the product [NH2:8][C:5]1[CH:6]=[CH:7][C:2]([F:1])=[C:3]([C@:11]23[CH2:19][C@@H:18]([O:20][CH3:21])[CH2:17][C@H:16]2[CH2:15][S:14][C:13]([NH:22][C:23](=[O:29])[O:24][C:25]([CH3:26])([CH3:27])[CH3:28])=[N:12]3)[CH:4]=1, predict the reactants needed to synthesize it. The reactants are: [F:1][C:2]1[CH:7]=[CH:6][C:5]([N+:8]([O-])=O)=[CH:4][C:3]=1[C@:11]12[CH2:19][C@@H:18]([O:20][CH3:21])[CH2:17][C@H:16]1[CH2:15][S:14][C:13]([NH:22][C:23](=[O:29])[O:24][C:25]([CH3:28])([CH3:27])[CH3:26])=[N:12]2.[Cl-].[NH4+].O.C(OCC)(=O)C.